This data is from TCR-epitope binding with 47,182 pairs between 192 epitopes and 23,139 TCRs. The task is: Binary Classification. Given a T-cell receptor sequence (or CDR3 region) and an epitope sequence, predict whether binding occurs between them. (1) The epitope is KRWIILGLNK. The TCR CDR3 sequence is CASSPGTGGDYGYTF. Result: 1 (the TCR binds to the epitope). (2) The epitope is TLIGDCATV. The TCR CDR3 sequence is CATSDLGRMNTGELFF. Result: 1 (the TCR binds to the epitope). (3) The TCR CDR3 sequence is CSASGSGGKTEAFF. The epitope is NLDSKVGGNY. Result: 0 (the TCR does not bind to the epitope).